From a dataset of Catalyst prediction with 721,799 reactions and 888 catalyst types from USPTO. Predict which catalyst facilitates the given reaction. (1) Reactant: Cl[C:2]1[CH:3]=[CH:4][C:5]([I:9])=[C:6]([OH:8])[CH:7]=1.Br[CH2:11][C:12]([O:14][CH3:15])=[O:13].C(=O)([O-])[O-].[K+].[K+].[ClH:22]. Product: [Cl:22][C:3]1[CH:2]=[CH:7][C:6]([O:8][CH2:11][C:12]([O:14][CH3:15])=[O:13])=[C:5]([I:9])[CH:4]=1. The catalyst class is: 10. (2) Reactant: F[P-](F)(F)(F)(F)F.[N:8]1(OC(N(C)C)=[N+](C)C)[C:12]2[N:13]=CC=CC=2N=N1.[CH2:25]([C:27]1[CH:28]=[C:29]([CH:33]=[CH:34][C:35]=1[N:36]([CH3:47])[C:37]1[N:42]=[CH:41][C:40]2[N:43]=[CH:44][N:45]([CH3:46])[C:39]=2[CH:38]=1)[C:30](O)=[O:31])[CH3:26].C(N(C(C)C)C(C)C)C.N#CN. Product: [C:12]([NH:13][C:30](=[O:31])[C:29]1[CH:33]=[CH:34][C:35]([N:36]([CH3:47])[C:37]2[N:42]=[CH:41][C:40]3[N:43]=[CH:44][N:45]([CH3:46])[C:39]=3[CH:38]=2)=[C:27]([CH2:25][CH3:26])[CH:28]=1)#[N:8]. The catalyst class is: 3. (3) Reactant: Cl.[NH2:2][CH2:3][C:4]1([CH2:10][C:11]([O:13][CH2:14][C:15]2[CH:20]=[CH:19][CH:18]=[CH:17][CH:16]=2)=[O:12])[CH2:9][CH2:8][CH2:7][CH2:6][CH2:5]1.Cl[C:22]([O:24][CH:25]([Cl:27])[CH3:26])=[O:23].CN1CCOCC1. Product: [Cl:27][CH:25]([O:24][C:22]([NH:2][CH2:3][C:4]1([CH2:10][C:11]([O:13][CH2:14][C:15]2[CH:16]=[CH:17][CH:18]=[CH:19][CH:20]=2)=[O:12])[CH2:9][CH2:8][CH2:7][CH2:6][CH2:5]1)=[O:23])[CH3:26]. The catalyst class is: 4. (4) Reactant: [CH3:1][C:2]1[CH:3]=[C:4]([CH3:23])[C:5]2[O:10][CH:9]([C:11]3[CH:16]=[CH:15][CH:14]=[CH:13][CH:12]=3)[C:8](=[O:17])[N:7]([CH2:18][CH2:19][CH:20]=[O:21])[C:6]=2[CH:22]=1.CC(=CC)C.P([O-])(O)(O)=[O:30].[Na+].Cl([O-])=O.[Na+]. Product: [CH3:1][C:2]1[CH:3]=[C:4]([CH3:23])[C:5]2[O:10][CH:9]([C:11]3[CH:16]=[CH:15][CH:14]=[CH:13][CH:12]=3)[C:8](=[O:17])[N:7]([CH2:18][CH2:19][C:20]([OH:30])=[O:21])[C:6]=2[CH:22]=1. The catalyst class is: 371. (5) Reactant: [CH2:1]([O:8][C:9]1[CH:18]=[CH:17][C:12](/[C:13](/Cl)=[N:14]\[OH:15])=[CH:11][CH:10]=1)[C:2]1[CH:7]=[CH:6][CH:5]=[CH:4][CH:3]=1.CCN(CC)CC.[C:26]([O:30][CH2:31][CH3:32])(=[O:29])[C:27]#[CH:28]. Product: [CH2:1]([O:8][C:9]1[CH:18]=[CH:17][C:12]([C:13]2[CH:28]=[C:27]([C:26]([O:30][CH2:31][CH3:32])=[O:29])[O:15][N:14]=2)=[CH:11][CH:10]=1)[C:2]1[CH:7]=[CH:6][CH:5]=[CH:4][CH:3]=1. The catalyst class is: 133. (6) Reactant: [C:1]([N:4]1[C:12]2[C:7](=[CH:8][C:9]([NH2:13])=[CH:10][CH:11]=2)[CH2:6][CH2:5]1)(=O)[CH3:2].[H-].[H-].[H-].[H-].[Li+].[Al+3]. Product: [CH2:1]([N:4]1[C:12]2[C:7](=[CH:8][C:9]([NH2:13])=[CH:10][CH:11]=2)[CH2:6][CH2:5]1)[CH3:2]. The catalyst class is: 1. (7) Reactant: C(OC([N:8]1[CH2:12][CH2:11][CH2:10][CH:9]1[CH2:13][N:14]1[C:18]2=[N:19][CH:20]=[N:21][C:22]([NH2:23])=[C:17]2[C:16]([C:24]2[CH:29]=[CH:28][C:27]([O:30][C:31]3[CH:36]=[CH:35][CH:34]=[C:33]([F:37])[C:32]=3[F:38])=[CH:26][CH:25]=2)=[N:15]1)=O)(C)(C)C.[F:39][C:40]([F:45])([F:44])[C:41]([OH:43])=[O:42]. Product: [F:39][C:40]([F:45])([F:44])[C:41]([OH:43])=[O:42].[F:39][C:40]([F:45])([F:44])[C:41]([OH:43])=[O:42].[F:38][C:32]1[C:33]([F:37])=[CH:34][CH:35]=[CH:36][C:31]=1[O:30][C:27]1[CH:26]=[CH:25][C:24]([C:16]2[C:17]3[C:18](=[N:19][CH:20]=[N:21][C:22]=3[NH2:23])[N:14]([CH2:13][C@H:9]3[CH2:10][CH2:11][CH2:12][NH:8]3)[N:15]=2)=[CH:29][CH:28]=1. The catalyst class is: 4.